From a dataset of Forward reaction prediction with 1.9M reactions from USPTO patents (1976-2016). Predict the product of the given reaction. (1) The product is: [NH2:22][C:23]1[N:27]([C:28]2[CH:33]=[CH:32][CH:31]=[CH:30][CH:29]=2)[N:26]=[CH:25][C:24]=1[C:34]([NH:1][CH2:2][C@@:3]([OH:21])([C:4]([F:7])([F:6])[F:5])[CH2:8][C:9]([C:12]1[CH:17]=[C:16]([F:18])[CH:15]=[CH:14][C:13]=1[O:19][CH3:20])([CH3:11])[CH3:10])=[O:35]. Given the reactants [NH2:1][CH2:2][C@:3]([OH:21])([CH2:8][C:9]([C:12]1[CH:17]=[C:16]([F:18])[CH:15]=[CH:14][C:13]=1[O:19][CH3:20])([CH3:11])[CH3:10])[C:4]([F:7])([F:6])[F:5].[NH2:22][C:23]1[N:27]([C:28]2[CH:33]=[CH:32][CH:31]=[CH:30][CH:29]=2)[N:26]=[CH:25][C:24]=1[C:34](O)=[O:35], predict the reaction product. (2) Given the reactants [OH:1][C:2]1[CH:3]=[C:4]2[C:8](=[CH:9][CH:10]=1)[NH:7][C:6]([C:11]([O:13][CH2:14][CH3:15])=[O:12])=[CH:5]2.[Br:16][C:17]1[CH:22]=[CH:21][C:20]([CH2:23]Br)=[CH:19][CH:18]=1.C(=O)([O-])[O-].[K+].[K+], predict the reaction product. The product is: [Br:16][C:17]1[CH:22]=[CH:21][C:20]([CH2:23][O:1][C:2]2[CH:3]=[C:4]3[C:8](=[CH:9][CH:10]=2)[NH:7][C:6]([C:11]([O:13][CH2:14][CH3:15])=[O:12])=[CH:5]3)=[CH:19][CH:18]=1. (3) Given the reactants [F:1][C:2]1[C:7]2[O:8][CH2:9][O:10][C:6]=2[CH:5]=[C:4]([CH2:11]O)[CH:3]=1.C([O-])(O)=O.[Na+].O=S(Cl)[Cl:20], predict the reaction product. The product is: [Cl:20][CH2:11][C:4]1[CH:3]=[C:2]([F:1])[C:7]2[O:8][CH2:9][O:10][C:6]=2[CH:5]=1. (4) Given the reactants C([Li])CCC.[CH3:6][NH:7][C:8]1[CH:20]=[CH:19][C:11]([C:12]([O:14][C:15]([CH3:18])([CH3:17])[CH3:16])=[O:13])=[CH:10][CH:9]=1.[CH2:21]([N:28]1[CH2:34][CH2:33][C:30]2([CH2:32][O:31]2)[CH2:29]1)[C:22]1[CH:27]=[CH:26][CH:25]=[CH:24][CH:23]=1.O, predict the reaction product. The product is: [CH2:21]([N:28]1[CH2:34][CH2:33][C:30]([CH2:32][N:7]([CH3:6])[C:8]2[CH:9]=[CH:10][C:11]([C:12]([O:14][C:15]([CH3:16])([CH3:17])[CH3:18])=[O:13])=[CH:19][CH:20]=2)([OH:31])[CH2:29]1)[C:22]1[CH:27]=[CH:26][CH:25]=[CH:24][CH:23]=1.